Dataset: NCI-60 drug combinations with 297,098 pairs across 59 cell lines. Task: Regression. Given two drug SMILES strings and cell line genomic features, predict the synergy score measuring deviation from expected non-interaction effect. (1) Drug 1: C1=C(C(=O)NC(=O)N1)N(CCCl)CCCl. Drug 2: CCC1(CC2CC(C3=C(CCN(C2)C1)C4=CC=CC=C4N3)(C5=C(C=C6C(=C5)C78CCN9C7C(C=CC9)(C(C(C8N6C=O)(C(=O)OC)O)OC(=O)C)CC)OC)C(=O)OC)O.OS(=O)(=O)O. Cell line: SK-MEL-2. Synergy scores: CSS=26.6, Synergy_ZIP=-0.337, Synergy_Bliss=2.25, Synergy_Loewe=-22.0, Synergy_HSA=0.972. (2) Drug 1: CCC1=CC2CC(C3=C(CN(C2)C1)C4=CC=CC=C4N3)(C5=C(C=C6C(=C5)C78CCN9C7C(C=CC9)(C(C(C8N6C)(C(=O)OC)O)OC(=O)C)CC)OC)C(=O)OC.C(C(C(=O)O)O)(C(=O)O)O. Drug 2: C1CC(C1)(C(=O)O)C(=O)O.[NH2-].[NH2-].[Pt+2]. Cell line: NCI/ADR-RES. Synergy scores: CSS=6.35, Synergy_ZIP=-4.05, Synergy_Bliss=-4.18, Synergy_Loewe=-3.25, Synergy_HSA=-3.32. (3) Drug 1: CCC1=CC2CC(C3=C(CN(C2)C1)C4=CC=CC=C4N3)(C5=C(C=C6C(=C5)C78CCN9C7C(C=CC9)(C(C(C8N6C)(C(=O)OC)O)OC(=O)C)CC)OC)C(=O)OC.C(C(C(=O)O)O)(C(=O)O)O. Drug 2: CC12CCC3C(C1CCC2OP(=O)(O)O)CCC4=C3C=CC(=C4)OC(=O)N(CCCl)CCCl.[Na+]. Cell line: EKVX. Synergy scores: CSS=41.6, Synergy_ZIP=-0.493, Synergy_Bliss=-0.650, Synergy_Loewe=-35.5, Synergy_HSA=0.126. (4) Cell line: SF-539. Drug 2: C(CCl)NC(=O)N(CCCl)N=O. Synergy scores: CSS=18.6, Synergy_ZIP=-6.11, Synergy_Bliss=-3.80, Synergy_Loewe=-3.85, Synergy_HSA=-4.70. Drug 1: CCC1(CC2CC(C3=C(CCN(C2)C1)C4=CC=CC=C4N3)(C5=C(C=C6C(=C5)C78CCN9C7C(C=CC9)(C(C(C8N6C)(C(=O)OC)O)OC(=O)C)CC)OC)C(=O)OC)O.OS(=O)(=O)O.